Dataset: Forward reaction prediction with 1.9M reactions from USPTO patents (1976-2016). Task: Predict the product of the given reaction. (1) Given the reactants [CH3:1][N:2]1[C:7]([CH3:9])([CH3:8])[CH2:6][C:5]2[O:10][CH:11]=[C:12]([C:13]([O:15]C)=[O:14])[C:4]=2[C:3]1=[O:17].CC1(C)C(=O)C2C(C(OCC)=O)=COC=2CC1, predict the reaction product. The product is: [CH3:1][N:2]1[C:7]([CH3:9])([CH3:8])[CH2:6][C:5]2[O:10][CH:11]=[C:12]([C:13]([OH:15])=[O:14])[C:4]=2[C:3]1=[O:17]. (2) The product is: [Cl:1][C:2]1[C:3]([I:9])=[CH:4][C:5]([NH:14][C:13]2[CH:15]=[CH:16][C:17]([N:19]3[CH2:20][CH2:21][O:22][CH2:23][CH2:24]3)=[CH:18][C:12]=2[O:11][CH3:10])=[N:6][CH:7]=1. Given the reactants [Cl:1][C:2]1[C:3]([I:9])=[CH:4][C:5](F)=[N:6][CH:7]=1.[CH3:10][O:11][C:12]1[CH:18]=[C:17]([N:19]2[CH2:24][CH2:23][O:22][CH2:21][CH2:20]2)[CH:16]=[CH:15][C:13]=1[NH2:14].Cl.O1CCOCC1, predict the reaction product. (3) The product is: [Cl:17][C:18]1[CH:23]=[C:22]([NH:16][C:14]2[N:15]=[C:11]3[CH:10]=[CH:9][CH:8]=[C:7]([C:1]4[CH:2]=[CH:3][CH:4]=[CH:5][CH:6]=4)[N:12]3[N:13]=2)[CH:21]=[CH:20][N:19]=1. Given the reactants [C:1]1([C:7]2[N:12]3[N:13]=[C:14]([NH2:16])[N:15]=[C:11]3[CH:10]=[CH:9][CH:8]=2)[CH:6]=[CH:5][CH:4]=[CH:3][CH:2]=1.[Cl:17][C:18]1[CH:23]=[C:22](I)[CH:21]=[CH:20][N:19]=1.C1(P(C2C=CC=CC=2)C2C3OC4C(=CC=CC=4P(C4C=CC=CC=4)C4C=CC=CC=4)C(C)(C)C=3C=CC=2)C=CC=CC=1.C(=O)([O-])[O-].[Cs+].[Cs+], predict the reaction product. (4) Given the reactants C([O:3][C:4](=[O:33])[CH2:5][S:6][C:7]1[S:11][C:10]([NH:12][C:13]([N:15]([CH2:27][CH:28]2[CH2:32][CH2:31][CH2:30][CH2:29]2)[C:16]2[CH:21]=[CH:20][CH:19]=[C:18]([O:22][C:23]([F:26])([F:25])[F:24])[CH:17]=2)=[O:14])=[N:9][CH:8]=1)C.C1(CN(C2C=CC(S(C)(=O)=O)=CC=2)C(=O)NC2SC=C(CC(O)=O)N=2)CCCC1.C1(CNC2C=CC=C(OC(F)(F)F)C=2)CCCC1.C(OC(=O)CSC1SC(N)=NC=1)C, predict the reaction product. The product is: [CH:28]1([CH2:27][N:15]([C:16]2[CH:21]=[CH:20][CH:19]=[C:18]([O:22][C:23]([F:24])([F:25])[F:26])[CH:17]=2)[C:13](=[O:14])[NH:12][C:10]2[S:11][C:7]([S:6][CH2:5][C:4]([OH:33])=[O:3])=[CH:8][N:9]=2)[CH2:32][CH2:31][CH2:30][CH2:29]1. (5) Given the reactants C([NH:5][S:6]([C:9]1[CH:14]=[CH:13][CH:12]=[C:11]([C:15]2[CH:20]=[C:19]([C:21]3[N:26]=[C:25]([C:27]([F:30])([F:29])[F:28])[CH:24]=[C:23]([C:31]4[CH:32]=[N:33][C:34]([C:37]([F:40])([F:39])[F:38])=[CH:35][CH:36]=4)[N:22]=3)[CH:18]=[CH:17][N:16]=2)[CH:10]=1)(=[O:8])=[O:7])(C)(C)C.C(O)(C(F)(F)F)=O, predict the reaction product. The product is: [F:30][C:27]([F:28])([F:29])[C:25]1[CH:24]=[C:23]([C:31]2[CH:32]=[N:33][C:34]([C:37]([F:40])([F:39])[F:38])=[CH:35][CH:36]=2)[N:22]=[C:21]([C:19]2[CH:18]=[CH:17][N:16]=[C:15]([C:11]3[CH:10]=[C:9]([S:6]([NH2:5])(=[O:8])=[O:7])[CH:14]=[CH:13][CH:12]=3)[CH:20]=2)[N:26]=1.